From a dataset of Forward reaction prediction with 1.9M reactions from USPTO patents (1976-2016). Predict the product of the given reaction. Given the reactants [CH3:1][C:2]1[NH:3][C:4]2[C:9]([CH:10]=1)=[C:8]([C:11]([F:14])([F:13])[F:12])[C:7]([C:15]#[N:16])=[CH:6][CH:5]=2.Br[CH2:18][C:19]([NH2:21])=[O:20], predict the reaction product. The product is: [C:15]([C:7]1[C:8]([C:11]([F:12])([F:14])[F:13])=[C:9]2[C:4](=[CH:5][CH:6]=1)[N:3]([CH2:18][C:19]([NH2:21])=[O:20])[C:2]([CH3:1])=[CH:10]2)#[N:16].